Predict hERG channel inhibition at various concentrations. From a dataset of hERG Central: cardiac toxicity at 1µM, 10µM, and general inhibition. (1) Results: hERG_inhib (hERG inhibition (general)): blocker. The compound is CCCC(=O)Nc1ccc(Cl)c(NC(=O)c2ccc([N+](=O)[O-])cc2Cl)c1. (2) The drug is Cc1ccc(C(=O)N/C(=C\c2ccc(-c3ccc(Br)cc3)o2)C(=O)NCCCN(C)C)cc1. Results: hERG_inhib (hERG inhibition (general)): blocker. (3) The molecule is Cc1ccc(Nc2ncc(C(=O)NCCCN3CCN(C)CC3)c3ccccc23)cc1Cl. Results: hERG_inhib (hERG inhibition (general)): blocker. (4) The compound is O=C(c1ccc2c3c(cccc13)CC2)C1CCCN(Cc2cccnc2)C1. Results: hERG_inhib (hERG inhibition (general)): blocker.